Dataset: Reaction yield outcomes from USPTO patents with 853,638 reactions. Task: Predict the reaction yield, written as a fraction of the theoretical maximum amount of product (1.0 means a 100% yield; for example, 0.34 means a 34% yield). (1) The reactants are Cl.Cl.[NH2:3][C@@H:4]1[C:18](=[O:19])[N:17]2[CH2:20][C@H:21]([O:23][C:24]3[C:33]4[C:28](=[C:29](C)[C:30]([O:34][CH3:35])=[CH:31][CH:32]=4)[N:27]=[C:26]([C:37]4[S:38][CH:39]=[C:40]([CH:42]([CH3:44])[CH3:43])[N:41]=4)[CH:25]=3)[CH2:22][C@H:16]2[C:15](=[O:45])[NH:14][C@:13]2([C:47]([NH:49][S:50]([CH:53]3[CH2:55][CH2:54]3)(=[O:52])=[O:51])=[O:48])[CH2:46][C@H:12]2[CH:11]=[CH:10][CH2:9][CH2:8][CH2:7][CH2:6][CH2:5]1.[CH:56]([N:59](CC)[CH:60](C)C)(C)C.ClC(Cl)(O[C:69](=[O:75])OC(Cl)(Cl)Cl)Cl.[CH3:77]NC. The catalyst is ClC(Cl)C. The product is [CH:53]1([S:50]([NH:49][C:47]([C@@:13]23[CH2:46][C@H:12]2[CH:11]=[CH:10][CH2:9][CH2:8][CH2:7][CH2:6][CH2:5][C@H:4]([NH:3][C:69]([N:59]([CH3:60])[CH3:56])=[O:75])[C:18](=[O:19])[N:17]2[CH2:20][C@H:21]([O:23][C:24]4[C:33]5[C:28](=[CH:29][C:30]([O:34][CH3:35])=[C:31]([CH3:77])[CH:32]=5)[N:27]=[C:26]([C:37]5[S:38][CH:39]=[C:40]([CH:42]([CH3:43])[CH3:44])[N:41]=5)[CH:25]=4)[CH2:22][C@H:16]2[C:15](=[O:45])[NH:14]3)=[O:48])(=[O:52])=[O:51])[CH2:55][CH2:54]1. The yield is 0.180. (2) The reactants are [O:1]=[S:2]1(=[O:34])[CH2:7][CH2:6][N:5]([CH2:8][CH2:9][NH:10][C:11]([C:13]2[CH:14]=[CH:15][C:16]([C:22]#[C:23][CH2:24][CH2:25][NH:26][C:27](=[O:33])[O:28][C:29]([CH3:32])([CH3:31])[CH3:30])=[N:17][C:18]=2[NH:19][CH2:20][CH3:21])=[O:12])[CH2:4][CH2:3]1. The catalyst is C(O)C.[Pd]. The product is [O:34]=[S:2]1(=[O:1])[CH2:3][CH2:4][N:5]([CH2:8][CH2:9][NH:10][C:11]([C:13]2[CH:14]=[CH:15][C:16]([CH2:22][CH2:23][CH2:24][CH2:25][NH:26][C:27](=[O:33])[O:28][C:29]([CH3:31])([CH3:30])[CH3:32])=[N:17][C:18]=2[NH:19][CH2:20][CH3:21])=[O:12])[CH2:6][CH2:7]1. The yield is 0.850. (3) The yield is 0.130. The reactants are OC([C:5]1[CH:6]=[C:7]2[C:24](=[CH:25][CH:26]=1)[C:11]1=[N:12][O:13][C:14]([C:15]3[CH:20]=[CH:19][C:18]([CH2:21][CH2:22][CH3:23])=[CH:17][CH:16]=3)=[C:10]1[CH2:9][CH2:8]2)C#N.Cl.[OH2:28].[CH3:29][C:30]([OH:32])=[O:31]. The product is [OH:28][CH:29]([C:5]1[CH:6]=[C:7]2[C:24](=[CH:25][CH:26]=1)[C:11]1=[N:12][O:13][C:14]([C:15]3[CH:20]=[CH:19][C:18]([CH2:21][CH2:22][CH3:23])=[CH:17][CH:16]=3)=[C:10]1[CH2:9][CH2:8]2)[C:30]([OH:32])=[O:31]. No catalyst specified. (4) The reactants are C([Li])CCC.[F:6][C:7]([F:15])([F:14])[CH:8]([OH:13])[C:9]([F:12])(F)[F:10].[CH:16]12[CH2:22][CH:19]([CH:20]=[CH:21]1)[CH2:18][CH:17]2[CH:23]=[O:24].Cl.[O:26]1CCCC1. The yield is 0.800. No catalyst specified. The product is [CH:16]12[CH2:22][CH:19]([CH:20]=[CH:21]1)[CH2:18][CH:17]2[CH:23]([OH:24])[C:9]([F:12])([F:10])[C:8]([OH:26])([OH:13])[C:7]([F:15])([F:14])[F:6]. (5) The reactants are C([O:8][C:9]1[CH:14]=[CH:13][C:12]([NH:15][C:16](=[O:21])[CH2:17][C:18]([NH2:20])=[O:19])=[CH:11][CH:10]=1)C1C=CC=CC=1. The catalyst is CO.[Pd]. The product is [OH:8][C:9]1[CH:10]=[CH:11][C:12]([NH:15][C:16](=[O:21])[CH2:17][C:18]([NH2:20])=[O:19])=[CH:13][CH:14]=1. The yield is 0.990. (6) The reactants are [O:1]1[C:5]2[CH:6]=[CH:7][C:8]([C:10]3[NH:14][N:13]=NN=3)=[CH:9][C:4]=2[CH2:3][CH2:2]1.Cl[C:16](=[O:24])[CH2:17][CH2:18][C:19]([O:21][CH2:22][CH3:23])=[O:20]. The catalyst is N1C=CC=CC=1.C(OCC)(=O)C. The product is [O:1]1[C:5]2[CH:6]=[CH:7][C:8]([C:10]3[O:24][C:16]([CH2:17][CH2:18][C:19]([O:21][CH2:22][CH3:23])=[O:20])=[N:13][N:14]=3)=[CH:9][C:4]=2[CH2:3][CH2:2]1. The yield is 0.780. (7) The reactants are [O:1]=[C:2]1[CH:11]=[CH:10][C:9]2[CH2:8][CH2:7][C:6](=[O:12])[N:5]3[CH2:13][C@@H:14]([CH2:15][N:16]4[CH2:21][CH2:20][O:19][C@@H:18]([CH2:22][NH:23][C:24](=[O:30])[O:25][C:26]([CH3:29])([CH3:28])[CH3:27])[CH2:17]4)[N:3]1[C:4]=23.C(C1C(=O)C(Cl)=C(Cl)C(=O)C=1C#N)#N.C([O-])([O-])=O.[K+].[K+]. The catalyst is O1CCOCC1. The product is [O:12]=[C:6]1[CH:7]=[CH:8][C:9]2[CH:10]=[CH:11][C:2](=[O:1])[N:3]3[C@H:14]([CH2:15][N:16]4[CH2:21][CH2:20][O:19][C@@H:18]([CH2:22][NH:23][C:24](=[O:30])[O:25][C:26]([CH3:28])([CH3:27])[CH3:29])[CH2:17]4)[CH2:13][N:5]1[C:4]=23. The yield is 0.930. (8) The reactants are [N+:1]([C:4]1[CH:12]=[CH:11][CH:10]=[C:6]([C:7]([OH:9])=[O:8])[C:5]=1[C:13]([OH:15])=[O:14])([O-])=O.[H][H]. The catalyst is [Pd].C(O)C. The product is [NH2:1][C:4]1[CH:12]=[CH:11][CH:10]=[C:6]([C:7]([OH:9])=[O:8])[C:5]=1[C:13]([OH:15])=[O:14]. The yield is 0.840.